This data is from Full USPTO retrosynthesis dataset with 1.9M reactions from patents (1976-2016). The task is: Predict the reactants needed to synthesize the given product. (1) The reactants are: [CH3:1]OC(OC)OC.[CH3:8][C:9]1([CH3:17])[O:14][C:13](=[O:15])[CH2:12][C:11](=[O:16])[O:10]1.[CH3:18][O:19][C:20]1[CH:33]=[CH:32][C:23]([CH2:24][N:25]2[C:29]([NH2:30])=[CH:28][C:27]([CH3:31])=[N:26]2)=[CH:22][CH:21]=1. Given the product [CH3:18][O:19][C:20]1[CH:21]=[CH:22][C:23]([CH2:24][N:25]2[C:29]([NH:30][CH:1]=[C:12]3[C:13](=[O:15])[O:14][C:9]([CH3:17])([CH3:8])[O:10][C:11]3=[O:16])=[CH:28][C:27]([CH3:31])=[N:26]2)=[CH:32][CH:33]=1, predict the reactants needed to synthesize it. (2) Given the product [Cl:13][C:5]1[C:4]2[C:9](=[CH:10][CH:11]=[C:2]([NH:19][CH2:18][C:17]3[CH:20]=[CH:21][CH:22]=[C:15]([Cl:14])[CH:16]=3)[CH:3]=2)[C:8](=[O:12])[NH:7][N:6]=1, predict the reactants needed to synthesize it. The reactants are: Br[C:2]1[CH:3]=[C:4]2[C:9](=[CH:10][CH:11]=1)[C:8](=[O:12])[NH:7][N:6]=[C:5]2[Cl:13].[Cl:14][C:15]1[CH:16]=[C:17]([CH:20]=[CH:21][CH:22]=1)[CH2:18][NH2:19].C1C=CC(P(C2C(C3C(P(C4C=CC=CC=4)C4C=CC=CC=4)=CC=C4C=3C=CC=C4)=C3C(C=CC=C3)=CC=2)C2C=CC=CC=2)=CC=1.CC([O-])(C)C.[Na+]. (3) Given the product [CH3:4][O:5][C:6]1[CH:12]=[CH:11][C:10]([S:13]([CH:16]([F:18])[F:17])(=[O:15])=[O:14])=[CH:9][C:7]=1[NH:8][C:2]([NH:1][C:6]1[CH:12]=[CH:11][C:22]([CH3:24])=[CH:9][CH:7]=1)=[O:3], predict the reactants needed to synthesize it. The reactants are: [N-:1]=[C:2]=[O:3].[CH3:4][O:5][C:6]1[CH:12]=[CH:11][C:10]([S:13]([CH:16]([F:18])[F:17])(=[O:15])=[O:14])=[CH:9][C:7]=1[NH2:8].CCO[C:22]([CH3:24])=O.